Dataset: Reaction yield outcomes from USPTO patents with 853,638 reactions. Task: Predict the reaction yield, written as a fraction of the theoretical maximum amount of product (1.0 means a 100% yield; for example, 0.34 means a 34% yield). (1) The reactants are [Li]N([Si](C)(C)C)[Si](C)(C)C.C1COCC1.[CH3:16][O:17][C:18]1([O:26][CH3:27])[CH2:24][CH2:23][CH2:22][CH2:21][CH2:20][C:19]1=[O:25].[CH2:28]([O:30][C:31](=[O:37])[C:32](OCC)=[O:33])[CH3:29].OP([O-])(O)=O.[K+]. The catalyst is CCOCC. The product is [CH3:27][O:26][C:18]1([O:17][CH3:16])[CH2:24][CH2:23][CH2:22][CH2:21][CH:20]([C:32](=[O:33])[C:31]([O:30][CH2:28][CH3:29])=[O:37])[C:19]1=[O:25]. The yield is 0.650. (2) The reactants are [O:1]1[CH2:6][CH2:5][CH2:4][CH2:3][CH:2]1[N:7]1[CH:15]=[N:14][C:13]2[C:8]1=[N:9][CH:10]=[N:11][C:12]=2[C:16]1[CH:22]=[CH:21][CH:20]=[CH:19][C:17]=1[NH2:18].Br[C:24]1[CH:25]=[C:26]([NH:31][S:32]([CH2:35][CH2:36][CH3:37])(=[O:34])=[O:33])[CH:27]=[CH:28][C:29]=1[CH3:30].N#N.CC(C1C=C(C(C)C)C(C2C=CC=CC=2P(C2CCCCC2)C2CCCCC2)=C(C(C)C)C=1)C.C(=O)([O-])[O-].[Cs+].[Cs+]. The catalyst is C1(C)C=CC=CC=1.O.C1C=CC(/C=C/C(/C=C/C2C=CC=CC=2)=O)=CC=1.C1C=CC(/C=C/C(/C=C/C2C=CC=CC=2)=O)=CC=1.C1C=CC(/C=C/C(/C=C/C2C=CC=CC=2)=O)=CC=1.[Pd].[Pd]. The product is [CH3:30][C:29]1[CH:24]=[CH:25][C:26]([NH:31][S:32]([CH2:35][CH2:36][CH3:37])(=[O:34])=[O:33])=[CH:27][C:28]=1[NH:18][C:17]1[CH:19]=[CH:20][CH:21]=[CH:22][C:16]=1[C:12]1[N:11]=[CH:10][N:9]=[C:8]2[C:13]=1[N:14]=[CH:15][N:7]2[CH:2]1[CH2:3][CH2:4][CH2:5][CH2:6][O:1]1. The yield is 0.210. (3) The yield is 0.690. The catalyst is O1CCCC1. The reactants are [OH-:1].C[N+:3]([CH3:6])(C)C.[Cl:7][C:8]1[CH:13]=[CH:12][CH:11]=[CH:10][C:9]=1[CH2:14][C:15]#N.C=O. The product is [Cl:7][C:8]1[CH:13]=[CH:12][CH:11]=[CH:10][C:9]=1[CH:14]([CH2:15][OH:1])[C:6]#[N:3].